From a dataset of Full USPTO retrosynthesis dataset with 1.9M reactions from patents (1976-2016). Predict the reactants needed to synthesize the given product. (1) Given the product [CH3:5][CH2:4][CH2:3][CH:2]([CH3:9])[CH3:1].[F:20][C:21]1[CH:22]=[N:23][C:24]2[N:25]([N:27]=[CH:28][C:29]=2[C:30]([N:16]2[CH2:17][CH2:18][N:13]([S:10]([C:9]3[CH:8]=[CH:7][C:4]([C:5]#[N:6])=[CH:3][C:2]=3[CH3:1])(=[O:12])=[O:11])[CH2:14][C@@H:15]2[CH3:19])=[O:31])[CH:26]=1, predict the reactants needed to synthesize it. The reactants are: [CH3:1][C:2]1[CH:3]=[C:4]([CH:7]=[CH:8][C:9]=1[S:10]([N:13]1[CH2:18][CH2:17][NH:16][C@@H:15]([CH3:19])[CH2:14]1)(=[O:12])=[O:11])[C:5]#[N:6].[F:20][C:21]1[CH:22]=[N:23][C:24]2[N:25]([N:27]=[CH:28][C:29]=2[C:30]([O-])=[O:31])[CH:26]=1.[Li+].C1C=CC2N(O)N=NC=2C=1.CCN(CC)CC.CN(C(ON1N=NC2C=CC=CC1=2)=[N+](C)C)C.F[P-](F)(F)(F)(F)F. (2) Given the product [CH2:1]([O:8][C:9]1[CH:14]=[C:13]([Br:15])[C:12]([C:21]#[N:22])=[N:11][CH:10]=1)[C:2]1[CH:7]=[CH:6][CH:5]=[CH:4][CH:3]=1, predict the reactants needed to synthesize it. The reactants are: [CH2:1]([O:8][C:9]1[CH:10]=[N+:11]([O-])[CH:12]=[C:13]([Br:15])[CH:14]=1)[C:2]1[CH:7]=[CH:6][CH:5]=[CH:4][CH:3]=1.C[Si]([C:21]#[N:22])(C)C.C(N(CC)CC)C. (3) Given the product [Br:1][CH:2]([CH:8]1[CH2:13][CH2:12][N:11]([C:14]([O:16][C:17]([CH3:20])([CH3:19])[CH3:18])=[O:15])[CH2:10][CH2:9]1)[CH2:3][CH2:4][CH2:5][CH:6]=[O:25], predict the reactants needed to synthesize it. The reactants are: [Br:1][CH:2]([CH:8]1[CH2:13][CH2:12][N:11]([C:14]([O:16][C:17]([CH3:20])([CH3:19])[CH3:18])=[O:15])[CH2:10][CH2:9]1)[CH2:3][CH2:4][CH2:5][CH:6]=C.C[N+]1([O-])CC[O:25]CC1.I([O-])(=O)(=O)=O.[Na+]. (4) Given the product [CH:19]1([CH2:18][N:11]2[C:12](=[O:13])[C:14]3[N:17]=[C:51]([C:53]4[CH:63]=[CH:62][C:56](/[CH:57]=[CH:58]/[C:59]([OH:61])=[O:60])=[CH:55][CH:54]=4)[NH:16][C:15]=3[N:8]([CH2:7][CH:1]3[CH2:2][CH2:3][CH2:4][CH2:5][CH2:6]3)[C:9]2=[O:10])[CH2:24][CH2:23][CH2:22][CH2:21][CH2:20]1, predict the reactants needed to synthesize it. The reactants are: [CH:1]1([CH2:7][N:8]2[C:15]([NH2:16])=[C:14]([NH2:17])[C:12](=[O:13])[N:11]([CH2:18][CH:19]3[CH2:24][CH2:23][CH2:22][CH2:21][CH2:20]3)[C:9]2=[O:10])[CH2:6][CH2:5][CH2:4][CH2:3][CH2:2]1.NC1N(CC2CCCCC2)C(=O)N(CC2CCCCC2)C(=O)C=1N=O.O.[CH:51]([C:53]1[CH:63]=[CH:62][C:56]([CH:57]=[CH:58][C:59]([OH:61])=[O:60])=[CH:55][CH:54]=1)=O. (5) Given the product [F:8][C:6]1[CH:5]=[C:4]([C:9]2([C:10]3[CH:12]=[CH:17][CH:16]=[CH:15][CH:14]=3)[NH:22][C:20](=[O:21])[NH:19][C:26]2=[O:28])[CH:3]=[C:2]([F:1])[CH:7]=1, predict the reactants needed to synthesize it. The reactants are: [F:1][C:2]1[CH:3]=[C:4]([C:9](=O)[C:10]([C:12]2[CH:17]=[CH:16][CH:15]=[CH:14]C=2)=O)[CH:5]=[C:6]([F:8])[CH:7]=1.[NH2:19][C:20]([NH2:22])=[O:21].[OH-].[Na+].Cl.[CH2:26]([OH:28])C.